This data is from Reaction yield outcomes from USPTO patents with 853,638 reactions. The task is: Predict the reaction yield, written as a fraction of the theoretical maximum amount of product (1.0 means a 100% yield; for example, 0.34 means a 34% yield). (1) The reactants are Br[C:2]1[CH:7]=[CH:6][C:5]([CH2:8][CH2:9][F:10])=[CH:4][CH:3]=1.C([Li])CCC.CCCCCC.C[O:23][B:24](OC)[O:25]C.Cl. The catalyst is C1COCC1. The product is [F:10][CH2:9][CH2:8][C:5]1[CH:6]=[CH:7][C:2]([B:24]([OH:25])[OH:23])=[CH:3][CH:4]=1. The yield is 0.630. (2) The reactants are [CH3:1][C:2]1[C:3]([C:9]([C:12]2[CH:17]=[CH:16][CH:15]=[CH:14][CH:13]=2)=[N:10][OH:11])=[N:4][C:5]([CH3:8])=[CH:6][N:7]=1.Br[CH2:19][C:20]1[N:25]=[C:24]([N:26]2[C:34](=[O:35])[C:33]3[C:28](=[CH:29][CH:30]=[CH:31][CH:32]=3)[C:27]2=[O:36])[CH:23]=[CH:22][CH:21]=1.C(=O)([O-])[O-].[Cs+].[Cs+].[I-].[K+]. The catalyst is C(#N)C. The product is [CH3:1][C:2]1[C:3]([C:9](=[N:10][O:11][CH2:19][C:20]2[N:25]=[C:24]([N:26]3[C:27](=[O:36])[C:28]4[C:33](=[CH:32][CH:31]=[CH:30][CH:29]=4)[C:34]3=[O:35])[CH:23]=[CH:22][CH:21]=2)[C:12]2[CH:17]=[CH:16][CH:15]=[CH:14][CH:13]=2)=[N:4][C:5]([CH3:8])=[CH:6][N:7]=1. The yield is 0.410. (3) The reactants are [F:1][C:2]1[CH:7]=[CH:6][C:5]([C:8]2[O:9][C:10]3[CH:20]=[CH:19][C:18]([C:21]4[CH:22]=[C:23]([CH:27]=[CH:28][CH:29]=4)[C:24](O)=[O:25])=[CH:17][C:11]=3[C:12]=2[C:13](=[O:16])[NH:14][CH3:15])=[CH:4][CH:3]=1.CCN=C=NCCCN(C)C.Cl.[CH3:42][S:43]([NH2:46])(=[O:45])=[O:44]. The catalyst is CN(C1C=CN=CC=1)C.CN(C=O)C. The product is [F:1][C:2]1[CH:7]=[CH:6][C:5]([C:8]2[O:9][C:10]3[CH:20]=[CH:19][C:18]([C:21]4[CH:29]=[CH:28][CH:27]=[C:23]([C:24](=[O:25])[NH:46][S:43]([CH3:42])(=[O:45])=[O:44])[CH:22]=4)=[CH:17][C:11]=3[C:12]=2[C:13]([NH:14][CH3:15])=[O:16])=[CH:4][CH:3]=1. The yield is 0.720. (4) The reactants are [Br:1][C:2]1[CH:3]=[C:4]([N:8]2[C:12]3=[N:13][CH:14]=[CH:15][CH:16]=[C:11]3N=N2)[CH:5]=[CH:6][CH:7]=1.[OH-].[Na+]. The catalyst is P(=O)(O)(O)O. The product is [Br:1][C:2]1[CH:7]=[CH:6][CH:5]=[C:4]2[C:3]=1[C:11]1[CH:16]=[CH:15][CH:14]=[N:13][C:12]=1[NH:8]2. The yield is 0.0900. (5) The reactants are [OH:1][CH:2]1[CH2:7][CH2:6][N:5]([C:8]([O:10][C:11]([CH3:14])([CH3:13])[CH3:12])=[O:9])[CH2:4][CH2:3]1.C(N(CC)CC)C.[CH3:22][S:23](Cl)(=[O:25])=[O:24]. The catalyst is C(Cl)Cl. The product is [CH3:22][S:23]([O:1][CH:2]1[CH2:3][CH2:4][N:5]([C:8]([O:10][C:11]([CH3:14])([CH3:13])[CH3:12])=[O:9])[CH2:6][CH2:7]1)(=[O:25])=[O:24]. The yield is 0.980. (6) The reactants are FC(F)(F)C([O-])=O.[OH:8][CH2:9][CH2:10]/[CH:11]=[CH:12]/[C:13]#[C:14][C:15]1[CH:32]=[CH:31][C:18]([C:19]([NH:21][C@H:22]([C:27](OC)=[O:28])[C:23]([CH3:26])([NH3+:25])[CH3:24])=[O:20])=[CH:17][CH:16]=1.[NH2:33][OH:34]. The catalyst is CC(O)C. The product is [NH2:25][C:23]([CH3:26])([CH3:24])[C@H:22]([NH:21][C:19](=[O:20])[C:18]1[CH:31]=[CH:32][C:15]([C:14]#[C:13]/[CH:12]=[CH:11]/[CH2:10][CH2:9][OH:8])=[CH:16][CH:17]=1)[C:27]([NH:33][OH:34])=[O:28]. The yield is 0.573.